Predict the reaction yield, written as a fraction of the theoretical maximum amount of product (1.0 means a 100% yield; for example, 0.34 means a 34% yield). From a dataset of Reaction yield outcomes from USPTO patents with 853,638 reactions. (1) The reactants are [CH2:1]([O:8][C:9](=[O:17])[NH:10][CH:11]([CH2:14][O:15][CH3:16])[CH2:12][CH3:13])[C:2]1[CH:7]=[CH:6][CH:5]=[CH:4][CH:3]=1.[CH3:18]I.[H-].[Na+]. The catalyst is C1COCC1.CN(C=O)C. The product is [CH2:1]([O:8][C:9](=[O:17])[N:10]([CH:11]([CH2:14][O:15][CH3:16])[CH2:12][CH3:13])[CH3:18])[C:2]1[CH:7]=[CH:6][CH:5]=[CH:4][CH:3]=1. The yield is 0.940. (2) The reactants are [NH2:1][C:2]1[CH:3]=[C:4]([CH:8]=[CH:9][C:10]=1[Cl:11])[C:5]([OH:7])=O.[NH:12]1[CH2:17][CH2:16][CH2:15][C@@H:14]2[C:18]3[CH:19]=[CH:20][CH:21]=[CH:22][C:23]=3[CH2:24][C@H:13]12.F[P-](F)(F)(F)(F)F.N1(OC(N(C)C)=[N+](C)C)C2N=CC=CC=2N=N1. No catalyst specified. The product is [NH2:1][C:2]1[CH:3]=[C:4]([C:5]([N:12]2[CH2:17][CH2:16][CH2:15][C@@H:14]3[C:18]4[CH:19]=[CH:20][CH:21]=[CH:22][C:23]=4[CH2:24][C@H:13]23)=[O:7])[CH:8]=[CH:9][C:10]=1[Cl:11]. The yield is 0.430. (3) The reactants are [CH3:1][N:2]1[C:6]2[CH:7]=[CH:8][C:9]3[CH:10]=[CH:11][CH:12]=[N:13][C:14]=3[C:5]=2[N:4]=[C:3]1[CH2:15][OH:16]. The catalyst is C(Cl)Cl.[O-2].[Mn+4].[O-2]. The product is [CH3:1][N:2]1[C:6]2[CH:7]=[CH:8][C:9]3[CH:10]=[CH:11][CH:12]=[N:13][C:14]=3[C:5]=2[N:4]=[C:3]1[CH:15]=[O:16]. The yield is 0.675. (4) The reactants are Br[CH2:2][C:3]([N:5]([CH2:7][C:8]1[S:16][C:15]2[C:14]([N:17]3[CH2:22][CH2:21][O:20][CH2:19][CH2:18]3)=[N:13][C:12]([Cl:23])=[N:11][C:10]=2[CH:9]=1)[CH3:6])=[O:4].CCN(CC)CC.[OH:31][CH:32]1[CH2:37][CH2:36][NH:35][CH2:34][CH2:33]1. The catalyst is O1CCOCC1. The product is [Cl:23][C:12]1[N:13]=[C:14]([N:17]2[CH2:22][CH2:21][O:20][CH2:19][CH2:18]2)[C:15]2[S:16][C:8]([CH2:7][N:5]([CH3:6])[C:3](=[O:4])[CH2:2][N:35]3[CH2:36][CH2:37][CH:32]([OH:31])[CH2:33][CH2:34]3)=[CH:9][C:10]=2[N:11]=1. The yield is 0.860.